This data is from Forward reaction prediction with 1.9M reactions from USPTO patents (1976-2016). The task is: Predict the product of the given reaction. (1) Given the reactants Br[C:2]1[S:6][C:5]([N+:7]([O-:9])=[O:8])=[C:4]([C:10]([NH2:12])=[O:11])[CH:3]=1.[Si:13]([O:20][C:21]([C:24]1[CH:29]=[CH:28][C:27](B2OC(C)(C)C(C)(C)O2)=[CH:26][N:25]=1)([CH3:23])[CH3:22])([C:16]([CH3:19])([CH3:18])[CH3:17])([CH3:15])[CH3:14].C1COCC1.C([O-])([O-])=O.[Na+].[Na+], predict the reaction product. The product is: [Si:13]([O:20][C:21]([C:24]1[N:25]=[CH:26][C:27]([C:2]2[S:6][C:5]([N+:7]([O-:9])=[O:8])=[C:4]([C:10]([NH2:12])=[O:11])[CH:3]=2)=[CH:28][CH:29]=1)([CH3:23])[CH3:22])([C:16]([CH3:17])([CH3:18])[CH3:19])([CH3:15])[CH3:14]. (2) Given the reactants [CH:1]1([CH2:7][NH:8][CH2:9][CH2:10][C:11]2[CH:16]=[CH:15][C:14]([CH2:17][N:18]3[CH2:22][CH2:21][CH2:20][CH2:19]3)=[CH:13][CH:12]=2)[CH2:6][CH2:5][CH2:4][CH2:3][CH2:2]1.[Cl:23][C:24]1[CH:29]=[CH:28][C:27]([C:30]2[CH:35]=[CH:34][C:33]([C:36](O)=[O:37])=[CH:32][CH:31]=2)=[CH:26][CH:25]=1, predict the reaction product. The product is: [CH:1]1([CH2:7][N:8]([CH2:9][CH2:10][C:11]2[CH:16]=[CH:15][C:14]([CH2:17][N:18]3[CH2:22][CH2:21][CH2:20][CH2:19]3)=[CH:13][CH:12]=2)[C:36]([C:33]2[CH:32]=[CH:31][C:30]([C:27]3[CH:28]=[CH:29][C:24]([Cl:23])=[CH:25][CH:26]=3)=[CH:35][CH:34]=2)=[O:37])[CH2:6][CH2:5][CH2:4][CH2:3][CH2:2]1. (3) Given the reactants Cl[CH2:2][C:3]1[CH:8]=[CH:7][C:6]([C:9]2[C:10]([NH:15][S:16]([C:19]3[CH:24]=[CH:23][CH:22]=[CH:21][C:20]=3[C:25]([F:28])([F:27])[F:26])(=[O:18])=[O:17])=[N:11][CH:12]=[CH:13][N:14]=2)=[CH:5][CH:4]=1.[Cl:29][C:30]1[CH:37]=[C:36]([Cl:38])[CH:35]=[CH:34][C:31]=1[NH:32][CH3:33], predict the reaction product. The product is: [Cl:29][C:30]1[CH:37]=[C:36]([Cl:38])[CH:35]=[CH:34][C:31]=1[N:32]([CH2:2][C:3]1[CH:8]=[CH:7][C:6]([C:9]2[C:10]([NH:15][S:16]([C:19]3[CH:24]=[CH:23][CH:22]=[CH:21][C:20]=3[C:25]([F:27])([F:26])[F:28])(=[O:17])=[O:18])=[N:11][CH:12]=[CH:13][N:14]=2)=[CH:5][CH:4]=1)[CH3:33]. (4) The product is: [CH3:8][C:7]1[CH:6]=[CH:5][CH:4]=[C:3]([N+:9]([O-:11])=[O:10])[C:2]=1[N:19]([C:17]([O:16][C:12]([CH3:15])([CH3:14])[CH3:13])=[O:18])[NH2:20]. Given the reactants F[C:2]1[C:7]([CH3:8])=[CH:6][CH:5]=[CH:4][C:3]=1[N+:9]([O-:11])=[O:10].[C:12]([O:16][C:17]([NH:19][NH2:20])=[O:18])([CH3:15])([CH3:14])[CH3:13], predict the reaction product. (5) Given the reactants [CH:1]1([CH:6]([C:9](=O)[C:10]2[CH:15]=[C:14]([O:16][CH3:17])[CH:13]=[C:12]([O:18][CH3:19])[CH:11]=2)[C:7]#[N:8])[CH2:5][CH2:4][CH2:3][CH2:2]1.[F:21][C:22]1[CH:27]=[CH:26][C:25]([CH2:28][C:29](=O)[CH3:30])=[CH:24][CH:23]=1.S(=O)(=O)(O)[OH:33].[OH-].[Na+], predict the reaction product. The product is: [CH:1]1([C:6]2[C:7](=[O:33])[NH:8][C:29]([CH3:30])=[C:28]([C:25]3[CH:26]=[CH:27][C:22]([F:21])=[CH:23][CH:24]=3)[C:9]=2[C:10]2[CH:15]=[C:14]([O:16][CH3:17])[CH:13]=[C:12]([O:18][CH3:19])[CH:11]=2)[CH2:5][CH2:4][CH2:3][CH2:2]1. (6) Given the reactants CN(C)C=O.[C:6]([CH2:9][N:10]1[C@H:13]([C@H:14]([C:16]([C:18]2[CH:23]=[CH:22][C:21]([Cl:24])=[CH:20][CH:19]=2)=[S:17])[CH3:15])[C@@H:12]([C@H:25]([OH:27])[CH3:26])[C:11]1=[O:28])([OH:8])=[O:7].[C:29]([O:35][CH2:36]Cl)(=[O:34])[C:30]([CH3:33])([CH3:32])[CH3:31].[I-].[Na+].C(N(C(C)C)CC)(C)C, predict the reaction product. The product is: [Cl:24][C:21]1[CH:20]=[CH:19][C:18]([C:16]([C@@H:14]([C@H:13]2[N:10]([CH2:9][C:6]([O:8][CH2:36][O:35][C:29](=[O:34])[C:30]([CH3:33])([CH3:32])[CH3:31])=[O:7])[C:11](=[O:28])[C@@H:12]2[C@H:25]([OH:27])[CH3:26])[CH3:15])=[S:17])=[CH:23][CH:22]=1.